The task is: Regression. Given two drug SMILES strings and cell line genomic features, predict the synergy score measuring deviation from expected non-interaction effect.. This data is from NCI-60 drug combinations with 297,098 pairs across 59 cell lines. (1) Drug 1: C1=CC(=CC=C1CCCC(=O)O)N(CCCl)CCCl. Drug 2: CC1C(C(CC(O1)OC2CC(CC3=C2C(=C4C(=C3O)C(=O)C5=C(C4=O)C(=CC=C5)OC)O)(C(=O)CO)O)N)O.Cl. Cell line: OVCAR3. Synergy scores: CSS=38.2, Synergy_ZIP=1.01, Synergy_Bliss=1.17, Synergy_Loewe=-9.39, Synergy_HSA=1.04. (2) Drug 1: C1=CC(=C2C(=C1NCCNCCO)C(=O)C3=C(C=CC(=C3C2=O)O)O)NCCNCCO. Drug 2: C1C(C(OC1N2C=NC3=C(N=C(N=C32)Cl)N)CO)O. Cell line: BT-549. Synergy scores: CSS=39.6, Synergy_ZIP=-3.17, Synergy_Bliss=-1.81, Synergy_Loewe=-0.217, Synergy_HSA=1.49. (3) Drug 1: CC1=C(C=C(C=C1)NC2=NC=CC(=N2)N(C)C3=CC4=NN(C(=C4C=C3)C)C)S(=O)(=O)N.Cl. Drug 2: C1=NNC2=C1C(=O)NC=N2. Cell line: A498. Synergy scores: CSS=0.240, Synergy_ZIP=0.471, Synergy_Bliss=0.793, Synergy_Loewe=-3.02, Synergy_HSA=-2.62. (4) Drug 1: C1=CC(=CC=C1CCCC(=O)O)N(CCCl)CCCl. Drug 2: C1=CN(C=N1)CC(O)(P(=O)(O)O)P(=O)(O)O. Cell line: HCC-2998. Synergy scores: CSS=-4.77, Synergy_ZIP=-6.06, Synergy_Bliss=-11.1, Synergy_Loewe=-10.0, Synergy_HSA=-9.60. (5) Drug 1: C1=NNC2=C1C(=O)NC=N2. Drug 2: C1CCC(C(C1)N)N.C(=O)(C(=O)[O-])[O-].[Pt+4]. Cell line: OVCAR-4. Synergy scores: CSS=8.05, Synergy_ZIP=-0.365, Synergy_Bliss=0.640, Synergy_Loewe=-1.90, Synergy_HSA=0.820. (6) Drug 1: CC1=C(C=C(C=C1)NC2=NC=CC(=N2)N(C)C3=CC4=NN(C(=C4C=C3)C)C)S(=O)(=O)N.Cl. Drug 2: C1=NNC2=C1C(=O)NC=N2. Cell line: OVCAR3. Synergy scores: CSS=3.61, Synergy_ZIP=-1.09, Synergy_Bliss=-0.518, Synergy_Loewe=-0.674, Synergy_HSA=-1.82. (7) Drug 1: C1=NC2=C(N=C(N=C2N1C3C(C(C(O3)CO)O)F)Cl)N. Drug 2: CC1CCC2CC(C(=CC=CC=CC(CC(C(=O)C(C(C(=CC(C(=O)CC(OC(=O)C3CCCCN3C(=O)C(=O)C1(O2)O)C(C)CC4CCC(C(C4)OC)OCCO)C)C)O)OC)C)C)C)OC. Cell line: HT29. Synergy scores: CSS=2.77, Synergy_ZIP=-2.29, Synergy_Bliss=-5.90, Synergy_Loewe=-5.25, Synergy_HSA=-4.69.